From a dataset of Peptide-MHC class I binding affinity with 185,985 pairs from IEDB/IMGT. Regression. Given a peptide amino acid sequence and an MHC pseudo amino acid sequence, predict their binding affinity value. This is MHC class I binding data. (1) The peptide sequence is IEELRQHLL. The MHC is HLA-A68:01 with pseudo-sequence HLA-A68:01. The binding affinity (normalized) is 0. (2) The peptide sequence is SMRSRARHI. The MHC is HLA-B07:02 with pseudo-sequence HLA-B07:02. The binding affinity (normalized) is 0.0847. (3) The peptide sequence is ETVWPFFYA. The MHC is HLA-B46:01 with pseudo-sequence HLA-B46:01. The binding affinity (normalized) is 0.0847. (4) The binding affinity (normalized) is 0.0847. The peptide sequence is GTFKSVAVK. The MHC is HLA-A26:03 with pseudo-sequence HLA-A26:03. (5) The peptide sequence is RSASGGVYL. The MHC is HLA-A02:06 with pseudo-sequence HLA-A02:06. The binding affinity (normalized) is 0.120. (6) The peptide sequence is HTAAPWGSY. The MHC is HLA-A31:01 with pseudo-sequence HLA-A31:01. The binding affinity (normalized) is 0.0847.